This data is from NCI-60 drug combinations with 297,098 pairs across 59 cell lines. The task is: Regression. Given two drug SMILES strings and cell line genomic features, predict the synergy score measuring deviation from expected non-interaction effect. (1) Drug 1: CCC1(C2=C(COC1=O)C(=O)N3CC4=CC5=C(C=CC(=C5CN(C)C)O)N=C4C3=C2)O.Cl. Drug 2: C1C(C(OC1N2C=NC(=NC2=O)N)CO)O. Cell line: NCI-H460. Synergy scores: CSS=31.5, Synergy_ZIP=-3.83, Synergy_Bliss=-0.991, Synergy_Loewe=-0.702, Synergy_HSA=1.22. (2) Drug 1: C1=CC(=CC=C1C#N)C(C2=CC=C(C=C2)C#N)N3C=NC=N3. Drug 2: C1CN(CCN1C(=O)CCBr)C(=O)CCBr. Cell line: NCIH23. Synergy scores: CSS=33.0, Synergy_ZIP=-2.83, Synergy_Bliss=2.33, Synergy_Loewe=-0.275, Synergy_HSA=-0.187.